From a dataset of Forward reaction prediction with 1.9M reactions from USPTO patents (1976-2016). Predict the product of the given reaction. Given the reactants [NH2:1][CH2:2][C:3]1[C:4]([O:26][CH3:27])=[CH:5][C:6]([Cl:25])=[C:7]([C:9]2[NH:10][C:11](=[O:24])[N:12]([C:14]3[CH:19]=[CH:18][C:17]([C:20]([F:23])([F:22])[F:21])=[CH:16][CH:15]=3)[N:13]=2)[CH:8]=1.[C:28](Cl)(=[O:33])[C:29]([CH3:32])([CH3:31])[CH3:30], predict the reaction product. The product is: [Cl:25][C:6]1[C:7]([C:9]2[NH:10][C:11](=[O:24])[N:12]([C:14]3[CH:15]=[CH:16][C:17]([C:20]([F:23])([F:21])[F:22])=[CH:18][CH:19]=3)[N:13]=2)=[CH:8][C:3]([CH2:2][NH:1][C:28](=[O:33])[C:29]([CH3:32])([CH3:31])[CH3:30])=[C:4]([O:26][CH3:27])[CH:5]=1.